Dataset: Forward reaction prediction with 1.9M reactions from USPTO patents (1976-2016). Task: Predict the product of the given reaction. Given the reactants C[O:2][C:3]([C:5]1[C:10]([NH2:11])=[CH:9][C:8]([C:12]([F:15])([F:14])[F:13])=[C:7]([Br:16])[N:6]=1)=[O:4].[OH-].[Na+], predict the reaction product. The product is: [NH2:11][C:10]1[C:5]([C:3]([OH:4])=[O:2])=[N:6][C:7]([Br:16])=[C:8]([C:12]([F:14])([F:13])[F:15])[CH:9]=1.